This data is from Full USPTO retrosynthesis dataset with 1.9M reactions from patents (1976-2016). The task is: Predict the reactants needed to synthesize the given product. (1) Given the product [N+:1]([C:4]1[CH:5]=[C:6]2[N:12]([S:28]([C:24]3[CH:25]=[CH:26][CH:27]=[C:22]([C:21]([F:20])([F:32])[F:33])[CH:23]=3)(=[O:30])=[O:29])[N:11]=[CH:10][C:7]2=[N:8][CH:9]=1)([O-:3])=[O:2], predict the reactants needed to synthesize it. The reactants are: [N+:1]([C:4]1[CH:5]=[C:6]2[NH:12][N:11]=[CH:10][C:7]2=[N:8][CH:9]=1)([O-:3])=[O:2].C(N(CC)CC)C.[F:20][C:21]([F:33])([F:32])[C:22]1[CH:23]=[C:24]([S:28](Cl)(=[O:30])=[O:29])[CH:25]=[CH:26][CH:27]=1. (2) Given the product [C:12]([C:11]1[CH:14]=[C:7]([C:5]2[S:6][C:2]([C:24]3[CH:32]=[CH:31][CH:30]=[C:29]4[C:25]=3[CH2:26][CH2:27][C@@H:28]4[NH:33][C:34](=[O:40])[O:35][C:36]([CH3:38])([CH3:37])[CH3:39])=[CH:3][N:4]=2)[CH:8]=[CH:9][C:10]=1[F:15])#[N:13], predict the reactants needed to synthesize it. The reactants are: Br[C:2]1[S:6][C:5]([C:7]2[CH:8]=[CH:9][C:10]([F:15])=[C:11]([CH:14]=2)[C:12]#[N:13])=[N:4][CH:3]=1.CC1(C)C(C)(C)OB([C:24]2[CH:32]=[CH:31][CH:30]=[C:29]3[C:25]=2[CH2:26][CH2:27][C@@H:28]3[NH:33][C:34](=[O:40])[O:35][C:36]([CH3:39])([CH3:38])[CH3:37])O1.C(=O)([O-])[O-].[K+].[K+].N#N.